From a dataset of Reaction yield outcomes from USPTO patents with 853,638 reactions. Predict the reaction yield, written as a fraction of the theoretical maximum amount of product (1.0 means a 100% yield; for example, 0.34 means a 34% yield). (1) The catalyst is CN(C=O)C. The product is [I:1][C:2]1[CH:10]=[CH:9][C:5]([C:6]([O:8][CH3:14])=[O:7])=[C:4]([N+:11]([O-:13])=[O:12])[CH:3]=1. The reactants are [I:1][C:2]1[CH:10]=[CH:9][C:5]([C:6]([OH:8])=[O:7])=[C:4]([N+:11]([O-:13])=[O:12])[CH:3]=1.[CH2:14]1CCN2C(=NCCC2)CC1.IC.O. The yield is 0.960. (2) The yield is 0.810. The product is [Cl:11][C:12]1[N:13]=[CH:14][N:15]=[C:16]([NH:1][CH2:2][C@@H:3]([C:5]2[CH:10]=[CH:9][CH:8]=[CH:7][CH:6]=2)[OH:4])[CH:17]=1. The reactants are [NH2:1][CH2:2][C@@H:3]([C:5]1[CH:10]=[CH:9][CH:8]=[CH:7][CH:6]=1)[OH:4].[Cl:11][C:12]1[CH:17]=[C:16](Cl)[N:15]=[CH:14][N:13]=1.C([O-])(O)=O.[Na+].[OH-].[Na+]. The catalyst is O.O1CCOCC1. (3) The reactants are [NH2:1][C:2]1[CH:16]=[CH:15][C:5]([CH2:6][P:7](=[O:14])([O:11][CH2:12][CH3:13])[O:8][CH2:9][CH3:10])=[CH:4][CH:3]=1.[Cl:17][C:18]1[CH:19]=[C:20]([C:25]2[O:29][N:28]=[CH:27][C:26]=2[CH2:30][CH2:31][C:32](O)=[O:33])[CH:21]=[CH:22][C:23]=1[F:24].ON1C2N=CC=CC=2N=N1.C(N=C=NCCCN(C)C)C.Cl. The catalyst is CN(C)C=O. The product is [Cl:17][C:18]1[CH:19]=[C:20]([C:25]2[O:29][N:28]=[CH:27][C:26]=2[CH2:30][CH2:31][C:32]([NH:1][C:2]2[CH:3]=[CH:4][C:5]([CH2:6][P:7]([O:8][CH2:9][CH3:10])([O:11][CH2:12][CH3:13])=[O:14])=[CH:15][CH:16]=2)=[O:33])[CH:21]=[CH:22][C:23]=1[F:24]. The yield is 0.790.